Dataset: Forward reaction prediction with 1.9M reactions from USPTO patents (1976-2016). Task: Predict the product of the given reaction. (1) Given the reactants OCCS[CH2:5][CH2:6][NH:7][C:8](=[O:14])[O:9][C:10]([CH3:13])([CH3:12])[CH3:11].O[O:16][S:17]([O-:19])=O.[K+].[CH3:21][CH2:22][OH:23], predict the reaction product. The product is: [OH:23][CH2:22][CH2:21][S:17]([CH2:5][CH2:6][NH:7][C:8](=[O:14])[O:9][C:10]([CH3:11])([CH3:13])[CH3:12])(=[O:19])=[O:16]. (2) The product is: [N:1]1[CH:6]=[CH:5][CH:4]=[C:3]([C:7]2[N:11]=[C:10]([N:16]3[CH2:17][CH:18]=[C:19]([C:22]4[C:30]5[C:25](=[N:26][CH:27]=[CH:28][CH:29]=5)[NH:24][CH:23]=4)[CH2:20][CH2:21]3)[O:9][N:8]=2)[CH:2]=1. Given the reactants [N:1]1[CH:6]=[CH:5][CH:4]=[C:3]([C:7]2[N:11]=[C:10](C(Cl)(Cl)Cl)[O:9][N:8]=2)[CH:2]=1.[NH:16]1[CH2:21][CH:20]=[C:19]([C:22]2[C:30]3[C:25](=[N:26][CH:27]=[CH:28][CH:29]=3)[NH:24][CH:23]=2)[CH2:18][CH2:17]1, predict the reaction product.